Dataset: Forward reaction prediction with 1.9M reactions from USPTO patents (1976-2016). Task: Predict the product of the given reaction. (1) Given the reactants [NH2:1][C:2]1[N:6]([CH2:7][C:8]2[CH:13]=[CH:12][CH:11]=[CH:10][C:9]=2[Cl:14])[N:5]=[N:4][C:3]=1[C:15]([NH2:17])=[O:16].[O-:18][CH2:19]C.[Na+].C(=O)(OCC)OCC, predict the reaction product. The product is: [Cl:14][C:9]1[CH:10]=[CH:11][CH:12]=[CH:13][C:8]=1[CH2:7][N:6]1[C:2]2[NH:1][C:19](=[O:18])[NH:17][C:15](=[O:16])[C:3]=2[N:4]=[N:5]1. (2) Given the reactants [CH2:1]([O:8][CH2:9][C@H:10]1[C@@H:14]([O:15][Si:16]([C:19]([CH3:22])([CH3:21])[CH3:20])([CH3:18])[CH3:17])[CH2:13][C@H:12]([NH2:23])[CH2:11]1)[C:2]1[CH:7]=[CH:6][CH:5]=[CH:4][CH:3]=1.C(N(CC)CC)C.[Cl:31][C:32]1[N:37]=[C:36](Cl)[N:35]=[C:34]([NH:39][C@@H:40]2[C:48]3[C:43](=[CH:44][CH:45]=[CH:46][CH:47]=3)[CH2:42][C@@H:41]2[O:49][CH3:50])[N:33]=1, predict the reaction product. The product is: [CH2:1]([O:8][CH2:9][C@H:10]1[CH:14]([O:15][Si:16]([C:19]([CH3:20])([CH3:22])[CH3:21])([CH3:18])[CH3:17])[CH2:13][C@H:12]([NH:23][C:36]2[N:35]=[C:34]([NH:39][C@@H:40]3[C:48]4[C:43](=[CH:44][CH:45]=[CH:46][CH:47]=4)[CH2:42][C@@H:41]3[O:49][CH3:50])[N:33]=[C:32]([Cl:31])[N:37]=2)[CH2:11]1)[C:2]1[CH:7]=[CH:6][CH:5]=[CH:4][CH:3]=1.